From a dataset of Forward reaction prediction with 1.9M reactions from USPTO patents (1976-2016). Predict the product of the given reaction. (1) Given the reactants [F:1][C:2]([F:15])([C:9]1[CH:14]=[CH:13][CH:12]=[CH:11][CH:10]=1)[CH2:3][O:4][CH2:5][CH2:6][CH2:7][OH:8].C1(CCCCOCCC=O)C=CC=CC=1, predict the reaction product. The product is: [F:1][C:2]([F:15])([C:9]1[CH:14]=[CH:13][CH:12]=[CH:11][CH:10]=1)[CH2:3][O:4][CH2:5][CH2:6][CH:7]=[O:8]. (2) Given the reactants Br[C:2]1[CH:3]=[CH:4][C:5]2[O:11][CH2:10][CH2:9][N:8]3[C:12]([CH2:18][NH:19][CH:20]([CH3:22])[CH3:21])=[C:13]([C:15]([NH2:17])=[O:16])[N:14]=[C:7]3[C:6]=2[CH:23]=1.BrC1C=CC2OCCN3C(CN4CCCC4)=C(C(N)=O)N=C3C=2C=1.C(N)(C)C.[CH3:52][C:53]([OH:57])([C:55]#[CH:56])[CH3:54], predict the reaction product. The product is: [OH:57][C:53]([CH3:54])([CH3:52])[C:55]#[C:56][C:2]1[CH:3]=[CH:4][C:5]2[O:11][CH2:10][CH2:9][N:8]3[C:12]([CH2:18][NH:19][CH:20]([CH3:22])[CH3:21])=[C:13]([C:15]([NH2:17])=[O:16])[N:14]=[C:7]3[C:6]=2[CH:23]=1. (3) Given the reactants Cl[C:2]1[N:3]=[C:4]2[C:9](=[CH:10][CH:11]=1)[N:8]=[CH:7][C:6]([C:12](=[O:14])[CH3:13])=[C:5]2[NH:15][CH:16]1[CH2:21][CH2:20][CH:19]([CH2:22][N:23]2[CH2:27][CH2:26][C@@H:25]([F:28])[CH2:24]2)[CH2:18][CH2:17]1.[Cl:29][C:30]1[CH:35]=[C:34](B2OC(C)(C)C(C)(C)O2)[CH:33]=[C:32]([Cl:45])[C:31]=1[OH:46], predict the reaction product. The product is: [Cl:29][C:30]1[CH:35]=[C:34]([C:2]2[N:3]=[C:4]3[C:9](=[CH:10][CH:11]=2)[N:8]=[CH:7][C:6]([C:12](=[O:14])[CH3:13])=[C:5]3[NH:15][CH:16]2[CH2:17][CH2:18][CH:19]([CH2:22][N:23]3[CH2:27][CH2:26][C@@H:25]([F:28])[CH2:24]3)[CH2:20][CH2:21]2)[CH:33]=[C:32]([Cl:45])[C:31]=1[OH:46].